Regression. Given two drug SMILES strings and cell line genomic features, predict the synergy score measuring deviation from expected non-interaction effect. From a dataset of NCI-60 drug combinations with 297,098 pairs across 59 cell lines. (1) Drug 1: CC1CCC2CC(C(=CC=CC=CC(CC(C(=O)C(C(C(=CC(C(=O)CC(OC(=O)C3CCCCN3C(=O)C(=O)C1(O2)O)C(C)CC4CCC(C(C4)OC)O)C)C)O)OC)C)C)C)OC. Drug 2: CS(=O)(=O)CCNCC1=CC=C(O1)C2=CC3=C(C=C2)N=CN=C3NC4=CC(=C(C=C4)OCC5=CC(=CC=C5)F)Cl. Cell line: SF-268. Synergy scores: CSS=6.67, Synergy_ZIP=2.11, Synergy_Bliss=6.88, Synergy_Loewe=-8.25, Synergy_HSA=2.27. (2) Drug 1: C1=C(C(=O)NC(=O)N1)F. Drug 2: C1C(C(OC1N2C=NC3=C(N=C(N=C32)Cl)N)CO)O. Cell line: RXF 393. Synergy scores: CSS=29.6, Synergy_ZIP=-6.99, Synergy_Bliss=-4.15, Synergy_Loewe=-3.12, Synergy_HSA=-2.42. (3) Drug 1: CCCCC(=O)OCC(=O)C1(CC(C2=C(C1)C(=C3C(=C2O)C(=O)C4=C(C3=O)C=CC=C4OC)O)OC5CC(C(C(O5)C)O)NC(=O)C(F)(F)F)O. Drug 2: COCCOC1=C(C=C2C(=C1)C(=NC=N2)NC3=CC=CC(=C3)C#C)OCCOC.Cl. Cell line: SN12C. Synergy scores: CSS=36.5, Synergy_ZIP=1.05, Synergy_Bliss=-4.01, Synergy_Loewe=-3.18, Synergy_HSA=-2.55.